This data is from Reaction yield outcomes from USPTO patents with 853,638 reactions. The task is: Predict the reaction yield, written as a fraction of the theoretical maximum amount of product (1.0 means a 100% yield; for example, 0.34 means a 34% yield). (1) The reactants are [N:1]#[C:2]Br.O.[NH2:5][C:6]1[CH:7]=[C:8]([CH:14]=[CH:15][C:16]=1[NH:17][C@H:18]1[CH2:23][CH2:22][C@H:21]([OH:24])[CH2:20][CH2:19]1)[C:9]([O:11][CH2:12][CH3:13])=[O:10]. The catalyst is C(#N)C.CO. The product is [NH2:1][C:2]1[N:17]([C@H:18]2[CH2:23][CH2:22][C@H:21]([OH:24])[CH2:20][CH2:19]2)[C:16]2[CH:15]=[CH:14][C:8]([C:9]([O:11][CH2:12][CH3:13])=[O:10])=[CH:7][C:6]=2[N:5]=1. The yield is 0.980. (2) The reactants are [C:1]([OH:10])(=[O:9])[C:2]1[C:3](=[CH:5][CH:6]=[CH:7][CH:8]=1)[NH2:4].C(=O)([O-])[O-].[Na+].[Na+].[C:17]1(C)[CH:22]=[CH:21][C:20]([S:23](Cl)(=[O:25])=[O:24])=[CH:19][CH:18]=1.[CH4:28].Cl. The catalyst is O. The product is [C:19]1([CH3:28])[C:20]([S:23]([C:6]2[CH:5]=[C:3]([NH2:4])[C:2](=[CH:8][CH:7]=2)[C:1]([OH:10])=[O:9])(=[O:24])=[O:25])=[CH:21][CH:22]=[CH:17][CH:18]=1. The yield is 0.687. (3) The reactants are [NH2:1][C:2]1[CH:7]=[CH:6][CH:5]=[CH:4][C:3]=1[C:8](=[C:22]1[CH2:27][CH2:26][N:25]([CH2:28][CH2:29][CH2:30][CH3:31])[CH2:24][CH2:23]1)[C:9]1[CH:21]=[CH:20][C:12]([C:13]([N:15]([CH2:18][CH3:19])[CH2:16][CH3:17])=[O:14])=[CH:11][CH:10]=1.C(N(CC)CC)C.[C:39](Cl)(=[O:41])[CH3:40].C(O)(C(F)(F)F)=O. The catalyst is ClCCl. The yield is 0.490. The product is [C:39]([NH:1][C:2]1[CH:7]=[CH:6][CH:5]=[CH:4][C:3]=1[C:8](=[C:22]1[CH2:27][CH2:26][N:25]([CH2:28][CH2:29][CH2:30][CH3:31])[CH2:24][CH2:23]1)[C:9]1[CH:21]=[CH:20][C:12]([C:13]([N:15]([CH2:18][CH3:19])[CH2:16][CH3:17])=[O:14])=[CH:11][CH:10]=1)(=[O:41])[CH3:40]. (4) The reactants are [OH:1][CH2:2][CH:3]([C:10]1[C:11](=[O:49])[NH:12][C:13]2[C:18]([CH:19]=1)=[CH:17][C:16]1[C:20]([C:42]3[CH:47]=[CH:46][N:45]=[C:44]([CH3:48])[CH:43]=3)=[N:21][N:22](C(C3C=CC=CC=3)(C3C=CC=CC=3)C3C=CC=CC=3)[C:15]=1[CH:14]=2)[C:4]1[CH:9]=[CH:8][CH:7]=[CH:6][CH:5]=1.C(O)(C(F)(F)F)=O. The catalyst is C(Cl)Cl. The product is [OH:1][CH2:2][CH:3]([C:10]1[C:11](=[O:49])[NH:12][C:13]2[C:18]([CH:19]=1)=[CH:17][C:16]1[C:20]([C:42]3[CH:47]=[CH:46][N:45]=[C:44]([CH3:48])[CH:43]=3)=[N:21][NH:22][C:15]=1[CH:14]=2)[C:4]1[CH:9]=[CH:8][CH:7]=[CH:6][CH:5]=1. The yield is 0.550. (5) The reactants are [Cl:1][C:2]1[CH:3]=[CH:4][C:5]([CH2:9][OH:10])=[C:6]([OH:8])[CH:7]=1.Br[CH2:12][CH2:13][CH2:14][CH3:15].C([O-])([O-])=O.[K+].[K+]. The catalyst is CN(C=O)C. The product is [Cl:1][C:2]1[CH:3]=[CH:4][C:5]([CH2:9][OH:10])=[C:6]([O:8][CH2:12][CH2:13][CH2:14][CH3:15])[CH:7]=1. The yield is 0.460. (6) The reactants are N(CC(O)=O)C.[CH:7]1([S:10]([NH2:13])(=[O:12])=[O:11])[CH2:9][CH2:8]1.[OH:14][C:15]1[C@H:24]2[C@H:19]([C@H:20]3[CH2:25][C@@H:23]2[CH2:22][CH2:21]3)[N:18]([CH2:26][CH2:27][CH:28]([CH3:30])[CH3:29])[C:17](=[O:31])[C:16]=1[C:32]1[NH:37][C:36]2[CH:38]=[CH:39][C:40](I)=[CH:41][C:35]=2[S:34](=[O:44])(=[O:43])[N:33]=1.P([O-])([O-])([O-])=O.[K+].[K+].[K+]. The catalyst is [Cu]I. The product is [OH:14][C:15]1[C@H:24]2[C@H:19]([C@H:20]3[CH2:25][C@@H:23]2[CH2:22][CH2:21]3)[N:18]([CH2:26][CH2:27][CH:28]([CH3:30])[CH3:29])[C:17](=[O:31])[C:16]=1[C:32]1[NH:37][C:36]2[CH:38]=[CH:39][C:40]([NH:13][S:10]([CH:7]3[CH2:9][CH2:8]3)(=[O:12])=[O:11])=[CH:41][C:35]=2[S:34](=[O:44])(=[O:43])[N:33]=1. The yield is 0.220. (7) The reactants are C([O:3][C:4]([C:6]1[N:7]=[C:8]([NH:11][C:12]2[CH:17]=[CH:16][C:15]([N:18]3[CH:22]=[C:21]([CH3:23])[N:20]=[CH:19]3)=[C:14]([O:24][CH3:25])[CH:13]=2)[S:9][CH:10]=1)=[O:5])C.[OH-].[K+].Cl. The catalyst is C(O)C. The product is [CH3:25][O:24][C:14]1[CH:13]=[C:12]([NH:11][C:8]2[S:9][CH:10]=[C:6]([C:4]([OH:5])=[O:3])[N:7]=2)[CH:17]=[CH:16][C:15]=1[N:18]1[CH:22]=[C:21]([CH3:23])[N:20]=[CH:19]1. The yield is 1.00.